Dataset: Forward reaction prediction with 1.9M reactions from USPTO patents (1976-2016). Task: Predict the product of the given reaction. Given the reactants Br[C:2]1[CH:7]=[CH:6][C:5]([C:8]2[O:9][CH2:10][C:11]([CH3:14])([CH3:13])[N:12]=2)=[CH:4][CH:3]=1.[CH2:15]1[O:25][C:18]2([CH2:23][CH2:22][C:21](=[O:24])[CH2:20][CH2:19]2)[O:17][CH2:16]1.[NH4+].[Cl-], predict the reaction product. The product is: [CH3:13][C:11]1([CH3:14])[CH2:10][O:9][C:8]([C:5]2[CH:6]=[CH:7][C:2]([C:21]3([OH:24])[CH2:22][CH2:23][C:18]4([O:25][CH2:15][CH2:16][O:17]4)[CH2:19][CH2:20]3)=[CH:3][CH:4]=2)=[N:12]1.